Dataset: Forward reaction prediction with 1.9M reactions from USPTO patents (1976-2016). Task: Predict the product of the given reaction. (1) Given the reactants [S:1]([Cl:5])(Cl)(=[O:3])=[O:2].[O:6]1[C:10]2[CH:11]=[CH:12][CH:13]=[CH:14][C:9]=2[O:8][CH2:7]1, predict the reaction product. The product is: [O:6]1[C:10]2[CH:11]=[CH:12][C:13]([S:1]([Cl:5])(=[O:3])=[O:2])=[CH:14][C:9]=2[O:8][CH2:7]1. (2) Given the reactants [Br:1][C:2]1[N:3]([CH2:10][CH:11]([O:21][CH:22]2[CH2:27][CH2:26][CH2:25][CH2:24][O:23]2)[CH2:12][O:13][Si](C(C)(C)C)(C)C)[CH:4]=[C:5]([N+:7]([O-:9])=[O:8])[N:6]=1.O1CCCC1.[F-].C([N+](CCCC)(CCCC)CCCC)CCC, predict the reaction product. The product is: [Br:1][C:2]1[N:3]([CH2:10][CH:11]([O:21][CH:22]2[CH2:27][CH2:26][CH2:25][CH2:24][O:23]2)[CH2:12][OH:13])[CH:4]=[C:5]([N+:7]([O-:9])=[O:8])[N:6]=1.